From a dataset of Plasma protein binding rate (PPBR) regression data from AstraZeneca. Regression/Classification. Given a drug SMILES string, predict its absorption, distribution, metabolism, or excretion properties. Task type varies by dataset: regression for continuous measurements (e.g., permeability, clearance, half-life) or binary classification for categorical outcomes (e.g., BBB penetration, CYP inhibition). For this dataset (ppbr_az), we predict Y. (1) The compound is C[C@H](CO)Nc1nc(SCc2ccco2)nc2[nH]c(=O)sc12. The Y is 98.4 %. (2) The compound is Cc1cc(Nc2nc(N[C@@H](C)c3ncc(F)cn3)ncc2Br)n[nH]1. The Y is 91.5 %.